Dataset: Forward reaction prediction with 1.9M reactions from USPTO patents (1976-2016). Task: Predict the product of the given reaction. Given the reactants [F:1][C:2]1[CH:7]=[C:6]([Br:8])[C:5]([CH2:9][OH:10])=[C:4]([N:11]2[C:23](=[O:24])[C:22]3[S:21][C:20]4[CH2:19][CH2:18][CH2:17][CH2:16][C:15]=4[C:14]=3[CH:13]=[N:12]2)[CH:3]=1.CCN(CC)CC.[C:32](Cl)([CH3:34])=[O:33], predict the reaction product. The product is: [C:32]([O:10][CH2:9][C:5]1[C:6]([Br:8])=[CH:7][C:2]([F:1])=[CH:3][C:4]=1[N:11]1[C:23](=[O:24])[C:22]2[S:21][C:20]3[CH2:19][CH2:18][CH2:17][CH2:16][C:15]=3[C:14]=2[CH:13]=[N:12]1)(=[O:33])[CH3:34].